From a dataset of Catalyst prediction with 721,799 reactions and 888 catalyst types from USPTO. Predict which catalyst facilitates the given reaction. (1) Reactant: [C:1]([O:5][C:6]([N:8]1[CH2:13][CH2:12][N:11]2[C:14]([C:20]3[CH:25]=[CH:24][CH:23]=[CH:22][CH:21]=3)=[N:15][C:16]([C:17]([OH:19])=O)=[C:10]2[CH2:9]1)=[O:7])([CH3:4])([CH3:3])[CH3:2].[NH2:26][C@@H:27]([C:32]([CH3:35])([CH3:34])[CH3:33])[C:28]([O:30][CH3:31])=[O:29].CCN(C(C)C)C(C)C.CN(C(ON1N=NC2C=CC=CC1=2)=[N+](C)C)C.[B-](F)(F)(F)F. Product: [CH3:31][O:30][C:28](=[O:29])[C@@H:27]([NH:26][C:17]([C:16]1[N:15]=[C:14]([C:20]2[CH:25]=[CH:24][CH:23]=[CH:22][CH:21]=2)[N:11]2[CH2:12][CH2:13][N:8]([C:6]([O:5][C:1]([CH3:4])([CH3:3])[CH3:2])=[O:7])[CH2:9][C:10]=12)=[O:19])[C:32]([CH3:35])([CH3:34])[CH3:33]. The catalyst class is: 18. (2) Reactant: F[C:2]1[CH:3]=[CH:4][C:5]([N+:9]([O-:11])=[O:10])=[C:6]([CH3:8])[CH:7]=1.C(=O)([O-])[O-].[K+].[K+].[NH:18]1[CH2:22][CH2:21][CH:20]([OH:23])[CH2:19]1. Product: [CH3:8][C:6]1[CH:7]=[C:2]([N:18]2[CH2:22][CH2:21][CH:20]([OH:23])[CH2:19]2)[CH:3]=[CH:4][C:5]=1[N+:9]([O-:11])=[O:10]. The catalyst class is: 60. (3) Reactant: [F:1][C:2]1[CH:3]=[C:4]([C:10]2[CH:17]=[CH:16][C:13]([CH:14]=[O:15])=[CH:12][CH:11]=2)[CH:5]=[C:6]([F:9])[C:7]=1[F:8].O.[BH4-].[Na+].Cl. Product: [F:1][C:2]1[CH:3]=[C:4]([C:10]2[CH:11]=[CH:12][C:13]([CH2:14][OH:15])=[CH:16][CH:17]=2)[CH:5]=[C:6]([F:9])[C:7]=1[F:8]. The catalyst class is: 548. (4) Reactant: Cl[C:2]1[O:3][C:4]2[CH:10]=[CH:9][CH:8]=[CH:7][C:5]=2[N:6]=1.[NH:11]1[CH2:17][CH2:16][CH2:15][NH:14][CH2:13][CH2:12]1. Product: [N:11]1([C:2]2[O:3][C:4]3[CH:10]=[CH:9][CH:8]=[CH:7][C:5]=3[N:6]=2)[CH2:17][CH2:16][CH2:15][NH:14][CH2:13][CH2:12]1. The catalyst class is: 23. (5) Reactant: Cl.[CH3:2][NH:3][O:4][CH3:5].C[Al](C)C.[CH2:10]([O:17][C:18]1[CH:23]=[CH:22][C:21]([CH2:24][C:25]([O:27]C)=O)=[CH:20][CH:19]=1)[C:11]1[CH:16]=[CH:15][CH:14]=[CH:13][CH:12]=1. Product: [CH2:10]([O:17][C:18]1[CH:19]=[CH:20][C:21]([CH2:24][C:25]([N:3]([O:4][CH3:5])[CH3:2])=[O:27])=[CH:22][CH:23]=1)[C:11]1[CH:12]=[CH:13][CH:14]=[CH:15][CH:16]=1. The catalyst class is: 11. (6) Reactant: [S:1]1[CH:5]=[C:4]([C:6]([OH:8])=O)[N:3]=[CH:2]1.CN(C(ON1N=NC2C=CC=NC1=2)=[N+](C)C)C.F[P-](F)(F)(F)(F)F.CCN(C(C)C)C(C)C.[Br:42][C:43]1[CH:49]=[CH:48][C:46]([NH2:47])=[C:45]([C:50]([F:53])([F:52])[F:51])[CH:44]=1. Product: [Br:42][C:43]1[CH:49]=[CH:48][C:46]([NH:47][C:6]([C:4]2[N:3]=[CH:2][S:1][CH:5]=2)=[O:8])=[C:45]([C:50]([F:51])([F:52])[F:53])[CH:44]=1. The catalyst class is: 2. (7) Reactant: [CH3:1][O:2][C:3]1[CH:8]=[CH:7][C:6]([N:9]2[CH2:14][C@@H:13]3[CH2:15][C@H:10]2[CH2:11][O:12]3)=[CH:5][C:4]=1[N+:16]([O-])=O. Product: [CH3:1][O:2][C:3]1[CH:8]=[CH:7][C:6]([N:9]2[CH2:14][C@@H:13]3[CH2:15][C@H:10]2[CH2:11][O:12]3)=[CH:5][C:4]=1[NH2:16]. The catalyst class is: 886.